Dataset: M1 muscarinic receptor agonist screen with 61,833 compounds. Task: Binary Classification. Given a drug SMILES string, predict its activity (active/inactive) in a high-throughput screening assay against a specified biological target. (1) The compound is O=C(Nc1nn(c2nc3c(cc12)cccc3C)CC)c1ccncc1. The result is 0 (inactive). (2) The compound is OC1(CC(=O)C=C1c1ccccc1)c1ccccc1. The result is 0 (inactive). (3) The drug is s1[nH]\c(c(n1)C(=O)N1CCCCC1)=C1/C(=O)C=CC=C1. The result is 0 (inactive). (4) The molecule is O(CC(=O)N(CC)CC)c1ccc(c2ccccc2)cc1. The result is 0 (inactive). (5) The drug is O(CC(=O)c1c(n(c(c1)C)C)C)C(=O)c1nn2c(cc(nc2n1)C)C. The result is 0 (inactive). (6) The compound is O=C1N(C(\C(C1=O)=C(\O)c1c(cc(OCC)cc1)C)c1ccc(N(C)C)cc1)Cc1cccnc1. The result is 0 (inactive). (7) The compound is O(C(=O)C1CCCCC1)CN1C(=O)c2c(C1=O)cccc2. The result is 0 (inactive).